Dataset: Forward reaction prediction with 1.9M reactions from USPTO patents (1976-2016). Task: Predict the product of the given reaction. Given the reactants [C:1]([C:3]1[N:8]=[C:7]([C:9]([O:11][C:12]([CH3:15])([CH3:14])[CH3:13])=[O:10])[CH:6]=[CH:5][CH:4]=1)#[N:2].[C:16](OC)(=[O:24])[C:17]1[C:18](=[CH:20][CH:21]=[CH:22][CH:23]=1)[SH:19].C(N(CC)CC)C, predict the reaction product. The product is: [O:24]=[C:16]1[C:17]2[CH:23]=[CH:22][CH:21]=[CH:20][C:18]=2[S:19][C:1]([C:3]2[N:8]=[C:7]([C:9]([O:11][C:12]([CH3:15])([CH3:14])[CH3:13])=[O:10])[CH:6]=[CH:5][CH:4]=2)=[N:2]1.